From a dataset of Reaction yield outcomes from USPTO patents with 853,638 reactions. Predict the reaction yield, written as a fraction of the theoretical maximum amount of product (1.0 means a 100% yield; for example, 0.34 means a 34% yield). (1) The reactants are I[C:2]1[CH:14]=[CH:13][C:5]2[C:6](=[O:12])[CH2:7][CH2:8][C:9](=[O:11])[NH:10][C:4]=2[CH:3]=1.[CH:15]1(B(O)O)[CH2:17][CH2:16]1.[O-]P([O-])([O-])=O.[K+].[K+].[K+].C1(P(C2CCCCC2)C2CCCCC2)CCCCC1. The catalyst is C1(C)C=CC=CC=1.O.CC([O-])=O.CC([O-])=O.[Pd+2].CCOC(C)=O. The product is [CH:15]1([C:2]2[CH:14]=[CH:13][C:5]3[C:6](=[O:12])[CH2:7][CH2:8][C:9](=[O:11])[NH:10][C:4]=3[CH:3]=2)[CH2:17][CH2:16]1. The yield is 0.230. (2) The reactants are [OH:1][C:2]1[CH:3]=[C:4]([CH2:8][CH2:9][C:10]([OH:12])=O)[CH:5]=[CH:6][CH:7]=1.CN1CCOCC1.C(OC(Cl)=O)C(C)C.[NH2:28][C:29]1[CH:38]=[CH:37][C:32]([C:33]([O:35][CH3:36])=[O:34])=[CH:31][CH:30]=1. The yield is 0.320. The product is [OH:1][C:2]1[CH:3]=[C:4]([CH2:8][CH2:9][C:10]([NH:28][C:29]2[CH:30]=[CH:31][C:32]([C:33]([O:35][CH3:36])=[O:34])=[CH:37][CH:38]=2)=[O:12])[CH:5]=[CH:6][CH:7]=1. The catalyst is C1COCC1. (3) The reactants are CON(C)[C:4]([C:6]1[C:10]([CH3:11])=[C:9]([CH3:12])[S:8][CH:7]=1)=[O:5].[Cl:14][C:15]1[CH:20]=[CH:19][C:18]([Mg]Br)=[CH:17][CH:16]=1.Cl. The catalyst is C1COCC1.C(OCC)C. The product is [Cl:14][C:15]1[CH:20]=[CH:19][C:18]([C:4]([C:6]2[C:10]([CH3:11])=[C:9]([CH3:12])[S:8][CH:7]=2)=[O:5])=[CH:17][CH:16]=1. The yield is 0.900. (4) The reactants are [C:1]([C:3]1[CH:4]=[N:5][CH:6]=[CH:7][CH:8]=1)#[CH:2].[CH2:9]([O:16][C:17]1[CH:22]=[CH:21][C:20]([CH2:23][C:24](Cl)=[N:25][OH:26])=[CH:19][CH:18]=1)[C:10]1[CH:15]=[CH:14][CH:13]=[CH:12][CH:11]=1.C(N(CC)CC)C. The catalyst is O1CCCC1. The product is [CH2:9]([O:16][C:17]1[CH:22]=[CH:21][C:20]([CH2:23][C:24]2[CH:2]=[C:1]([C:3]3[CH:4]=[N:5][CH:6]=[CH:7][CH:8]=3)[O:26][N:25]=2)=[CH:19][CH:18]=1)[C:10]1[CH:11]=[CH:12][CH:13]=[CH:14][CH:15]=1. The yield is 0.480. (5) The reactants are [Cl:1][C:2]1[CH:7]=[C:6]([Cl:8])[CH:5]=[CH:4][C:3]=1[C:9]1([O:34][Si:35]([CH2:40][CH3:41])([CH2:38][CH3:39])[CH2:36][CH3:37])[C:17]2[C:12](=[CH:13][C:14](I)=[CH:15][C:16]=2[C:18]([F:21])([F:20])[F:19])[N:11]([CH2:23][C@H:24]2[CH2:27][C@H:26]([N:28]([CH2:31][CH3:32])[CH2:29][CH3:30])[CH2:25]2)[C:10]1=[O:33].[OH2:42]. The catalyst is C1(C)C=CC=CC=1. The product is [Cl:1][C:2]1[CH:7]=[C:6]([Cl:8])[CH:5]=[CH:4][C:3]=1[C:9]1([O:34][Si:35]([CH2:40][CH3:41])([CH2:38][CH3:39])[CH2:36][CH3:37])[C:17]2[C:12](=[CH:13][C:14]([C:4]3[O:42][CH:7]=[CH:2][CH:3]=3)=[CH:15][C:16]=2[C:18]([F:21])([F:20])[F:19])[N:11]([CH2:23][C@H:24]2[CH2:27][C@H:26]([N:28]([CH2:31][CH3:32])[CH2:29][CH3:30])[CH2:25]2)[C:10]1=[O:33]. The yield is 0.630.